Dataset: Forward reaction prediction with 1.9M reactions from USPTO patents (1976-2016). Task: Predict the product of the given reaction. (1) Given the reactants [C:1]([CH2:3][CH2:4][NH:5][C:6]([CH:8]1[CH2:13][CH2:12][N:11]([CH2:14][CH2:15][C:16]2[CH:21]=[CH:20][C:19]([O:22][C:23]3[S:24][C:25]4[CH:31]=[CH:30][CH:29]=[CH:28][C:26]=4[N:27]=3)=[CH:18][CH:17]=2)[CH2:10][CH2:9]1)=O)#[N:2].C1(P(C2C=CC=CC=2)C2C=CC=CC=2)C=CC=CC=1.N(C(OC(C)C)=O)=NC(OC(C)C)=O.[N:65]([Si](C)(C)C)=[N+:66]=[N-:67], predict the reaction product. The product is: [S:24]1[C:25]2[CH:31]=[CH:30][CH:29]=[CH:28][C:26]=2[N:27]=[C:23]1[O:22][C:19]1[CH:20]=[CH:21][C:16]([CH2:15][CH2:14][N:11]2[CH2:12][CH2:13][CH:8]([C:6]3[N:5]([CH2:4][CH2:3][C:1]#[N:2])[N:67]=[N:66][N:65]=3)[CH2:9][CH2:10]2)=[CH:17][CH:18]=1. (2) Given the reactants [N+:1]([C:4]1[CH:9]=[CH:8][C:7]([NH:10][C:11](=[O:13])[CH3:12])=[CH:6][CH:5]=1)([O-:3])=[O:2].[OH-].[K+].[CH3:16]I, predict the reaction product. The product is: [N+:1]([C:4]1[CH:5]=[CH:6][C:7]([N:10]([CH3:16])[C:11](=[O:13])[CH3:12])=[CH:8][CH:9]=1)([O-:3])=[O:2]. (3) Given the reactants [F:1][C:2]1[CH:10]=[C:9]2[C:5]([CH:6]=[CH:7][NH:8]2)=[CH:4][C:3]=1[C:11]([O:13][CH2:14][CH3:15])=[O:12].Br[C:17]1[CH:18]=[C:19]([Cl:28])[C:20]([O:23][CH2:24][CH:25]([CH3:27])[CH3:26])=[N:21][CH:22]=1.C([O-])([O-])=O.[K+].[K+].CNCCNC, predict the reaction product. The product is: [Cl:28][C:19]1[CH:18]=[C:17]([N:8]2[C:9]3[C:5](=[CH:4][C:3]([C:11]([O:13][CH2:14][CH3:15])=[O:12])=[C:2]([F:1])[CH:10]=3)[CH:6]=[CH:7]2)[CH:22]=[N:21][C:20]=1[O:23][CH2:24][CH:25]([CH3:27])[CH3:26]. (4) Given the reactants [NH2:1][C:2]1[CH:3]=[CH:4][C:5]([CH3:24])=[C:6]([NH:8][C:9]2[CH:14]=[C:13]([NH:15][C:16]3[CH:21]=[CH:20][C:19]([F:22])=[C:18]([Cl:23])[CH:17]=3)[N:12]=[CH:11][N:10]=2)[CH:7]=1.[CH3:25][N:26]([CH3:33])[CH2:27][CH:28]=[CH:29][C:30](Cl)=[O:31], predict the reaction product. The product is: [Cl:23][C:18]1[CH:17]=[C:16]([NH:15][C:13]2[N:12]=[CH:11][N:10]=[C:9]([NH:8][C:6]3[CH:7]=[C:2]([NH:1][C:30](=[O:31])/[CH:29]=[CH:28]/[CH2:27][N:26]([CH3:33])[CH3:25])[CH:3]=[CH:4][C:5]=3[CH3:24])[CH:14]=2)[CH:21]=[CH:20][C:19]=1[F:22]. (5) Given the reactants Cl.C([O:6][C:7](=[O:28])[CH2:8][NH:9][S:10]([C:13]1[CH:22]=[C:21]2[C:16]([C:17]([Cl:27])=[CH:18][N:19]=[C:20]2[NH:23][C:24]([NH2:26])=[NH:25])=[CH:15][CH:14]=1)(=[O:12])=[O:11])(C)(C)C.[C:29]([C:33]([OH:35])=[O:34])([F:32])([F:31])[F:30], predict the reaction product. The product is: [F:30][C:29]([F:32])([F:31])[C:33]([OH:35])=[O:34].[Cl:27][C:17]1[C:16]2[C:21](=[CH:22][C:13]([S:10]([NH:9][CH2:8][C:7]([OH:28])=[O:6])(=[O:11])=[O:12])=[CH:14][CH:15]=2)[C:20]([NH:23][C:24]([NH2:26])=[NH:25])=[N:19][CH:18]=1. (6) Given the reactants [CH3:1][O:2][C:3]1[N:8]=[C:7]([C:9]([OH:11])=O)[CH:6]=[CH:5][CH:4]=1.CN(C(ON1N=NC2C=CC=NC1=2)=[N+](C)C)C.F[P-](F)(F)(F)(F)F.C(N(C(C)C)C(C)C)C.[O:45]1[CH2:50][CH2:49][O:48][CH2:47][CH:46]1[C:51]1[C:59]2[S:58][C:57]([NH2:60])=[N:56][C:55]=2[C:54]([O:61][CH3:62])=[CH:53][CH:52]=1, predict the reaction product. The product is: [O:45]1[CH2:50][CH2:49][O:48][CH2:47][CH:46]1[C:51]1[C:59]2[S:58][C:57]([NH:60][C:9]([C:7]3[CH:6]=[CH:5][CH:4]=[C:3]([O:2][CH3:1])[N:8]=3)=[O:11])=[N:56][C:55]=2[C:54]([O:61][CH3:62])=[CH:53][CH:52]=1. (7) Given the reactants [C:1](#N)[C:2]1[C:3](=[CH:5][CH:6]=[CH:7][CH:8]=1)[NH2:4].[CH2:10]([Mg]Cl)[CH2:11][CH3:12].C([O:17]CC)C, predict the reaction product. The product is: [NH2:4][C:3]1[CH:5]=[CH:6][CH:7]=[CH:8][C:2]=1[C:1](=[O:17])[CH2:10][CH2:11][CH3:12].